From a dataset of Retrosynthesis with 50K atom-mapped reactions and 10 reaction types from USPTO. Predict the reactants needed to synthesize the given product. (1) The reactants are: NCc1ccccc1.O=[N+]([O-])c1cc(I)ccc1F. Given the product O=[N+]([O-])c1cc(I)ccc1NCc1ccccc1, predict the reactants needed to synthesize it. (2) Given the product O=[N+]([O-])c1ccc(CCN2CC=C(c3ccccc3)CC2)cc1, predict the reactants needed to synthesize it. The reactants are: C1=C(c2ccccc2)CCNC1.O=[N+]([O-])c1ccc(CCO)cc1.